This data is from Full USPTO retrosynthesis dataset with 1.9M reactions from patents (1976-2016). The task is: Predict the reactants needed to synthesize the given product. (1) Given the product [C:1]([C:5]1[S:6][C:7]([C:23]2[CH:28]=[CH:27][N:26]=[C:25]([NH:33][CH2:34][C@@H:35]([NH:37][C:38](=[O:44])[O:39][C:40]([CH3:43])([CH3:42])[CH3:41])[CH3:36])[N:24]=2)=[C:8]([C:10]2[CH:15]=[C:14]([F:16])[CH:13]=[C:12]([NH:17][S:18]([CH3:21])(=[O:20])=[O:19])[C:11]=2[Cl:22])[N:9]=1)([CH3:2])([CH3:3])[CH3:4], predict the reactants needed to synthesize it. The reactants are: [C:1]([C:5]1[S:6][C:7]([C:23]2[CH:28]=[CH:27][N:26]=[C:25](S(C)(=O)=O)[N:24]=2)=[C:8]([C:10]2[C:11]([Cl:22])=[C:12]([NH:17][S:18]([CH3:21])(=[O:20])=[O:19])[CH:13]=[C:14]([F:16])[CH:15]=2)[N:9]=1)([CH3:4])([CH3:3])[CH3:2].[NH2:33][CH2:34][C@@H:35]([NH:37][C:38](=[O:44])[O:39][C:40]([CH3:43])([CH3:42])[CH3:41])[CH3:36]. (2) Given the product [C:16]([SiH2:15][O:14][C:13]([CH3:21])([CH3:20])[C:10]1[O:11][CH:12]=[C:8]([CH:6]=[O:5])[N:9]=1)([CH3:19])([CH3:17])[CH3:18], predict the reactants needed to synthesize it. The reactants are: N#N.C([O:5][C:6]([C:8]1[N:9]=[C:10]([C:13]([CH3:21])([CH3:20])[O:14][SiH2:15][C:16]([CH3:19])([CH3:18])[CH3:17])[O:11][CH:12]=1)=O)C.CC(C[AlH]CC(C)C)C.CO. (3) Given the product [OH:44][C:38]([C:40]([F:43])([F:42])[F:41])=[O:39].[OH:44][C:38]([C:40]([F:43])([F:42])[F:41])=[O:39].[NH2:1][C:2]1[C:3]([C:24]2[CH:29]=[CH:28][C:27]([C:30]([OH:32])=[O:31])=[C:26]([F:37])[CH:25]=2)=[CH:4][C:5]([C@H:8]2[CH2:9][C@@H:10]([C:20]([O:22][CH3:23])=[O:21])[NH:11][CH2:12]2)=[CH:6][N:7]=1, predict the reactants needed to synthesize it. The reactants are: [NH2:1][C:2]1[N:7]=[CH:6][C:5]([C@@H:8]2[CH2:12][N:11](C(OC(C)(C)C)=O)[C@H:10]([C:20]([O:22][CH3:23])=[O:21])[CH2:9]2)=[CH:4][C:3]=1[C:24]1[CH:29]=[CH:28][C:27]([C:30]([O:32]C(C)(C)C)=[O:31])=[C:26]([F:37])[CH:25]=1.[C:38]([OH:44])([C:40]([F:43])([F:42])[F:41])=[O:39]. (4) Given the product [I:1][C:2]1[CH:3]=[C:4]2[C:9](=[CH:10][CH:11]=1)[C:8](=[O:12])[NH:7][C:6](=[O:13])/[C:5]/2=[CH:14]\[NH:17][C:18]1[CH:19]=[CH:20][C:21]([N:24]2[CH2:29][CH2:28][N:27]([C:30]([O:32][C:33]([CH3:36])([CH3:35])[CH3:34])=[O:31])[CH2:26][CH2:25]2)=[N:22][CH:23]=1, predict the reactants needed to synthesize it. The reactants are: [I:1][C:2]1[CH:3]=[C:4]2[C:9](=[CH:10][CH:11]=1)[C:8](=[O:12])[NH:7][C:6](=[O:13])[C:5]2=[CH:14]OC.[NH2:17][C:18]1[CH:19]=[CH:20][C:21]([N:24]2[CH2:29][CH2:28][N:27]([C:30]([O:32][C:33]([CH3:36])([CH3:35])[CH3:34])=[O:31])[CH2:26][CH2:25]2)=[N:22][CH:23]=1. (5) Given the product [CH3:31][O:30][C:22]1[CH:21]=[C:20]([CH:6]([NH:7][C:8]2[CH:13]=[CH:12][C:11]([C:14]3[N:18]=[C:17]([CH3:19])[O:16][N:15]=3)=[CH:10][CH:9]=2)[C:5]2[NH:4][C:3](=[O:34])[N:35]([C:37]3[N:42]=[CH:41][CH:40]=[CH:39][N:38]=3)[N:36]=2)[CH:25]=[CH:24][C:23]=1[O:26][CH2:27][C:28]#[N:29], predict the reactants needed to synthesize it. The reactants are: CO[C:3](=[O:34])[N:4]=[C:5](SC)[C:6]([C:20]1[CH:25]=[CH:24][C:23]([O:26][CH2:27][C:28]#[N:29])=[C:22]([O:30][CH3:31])[CH:21]=1)=[N:7][C:8]1[CH:13]=[CH:12][C:11]([C:14]2[N:18]=[C:17]([CH3:19])[O:16][N:15]=2)=[CH:10][CH:9]=1.[NH:35]([C:37]1[N:42]=[CH:41][CH:40]=[CH:39][N:38]=1)[NH2:36].C(N(CC)CC)C.